Dataset: Forward reaction prediction with 1.9M reactions from USPTO patents (1976-2016). Task: Predict the product of the given reaction. (1) Given the reactants [NH2:1][C:2]1[N:7]=[C:6]([CH2:8][O:9]/[N:10]=[C:11](/[C:19]2[CH:24]=[CH:23][CH:22]=[CH:21][CH:20]=2)\[C:12]2[N:13](C)[O:14][C:15](=[O:17])[N:16]=2)[CH:5]=[CH:4][CH:3]=1.FC1C=CC([ClH][C:33](=O)[O-:34])=CC=1.N1C=CC=C[CH:37]=1.[CH3:42][C:43]([OH:48])([CH2:45][C:46]#[CH:47])[CH3:44], predict the reaction product. The product is: [CH3:37][N:16]1[C:15](=[O:17])[O:14][N:13]=[C:12]1/[C:11](=[N:10]\[O:9][CH2:8][C:6]1[N:7]=[C:2]([NH:1][C:33](=[O:34])[O:48][C:43]([CH3:44])([CH2:45][CH2:46][CH3:47])[CH3:42])[CH:3]=[CH:4][CH:5]=1)/[C:19]1[CH:24]=[CH:23][CH:22]=[CH:21][CH:20]=1. (2) The product is: [CH3:15][C@@H:10]1[CH2:9][NH:8][CH2:13][C@@H:12]([CH3:14])[N:11]1[C:21]([O:20][C:16]([CH3:19])([CH3:18])[CH3:17])=[O:22]. Given the reactants C([N:8]1[CH2:13][C@@H:12]([CH3:14])[NH:11][C@H:10]([CH3:15])[CH2:9]1)C1C=CC=CC=1.[C:16]([O:20][C:21](O[C:21]([O:20][C:16]([CH3:19])([CH3:18])[CH3:17])=[O:22])=[O:22])([CH3:19])([CH3:18])[CH3:17], predict the reaction product. (3) Given the reactants Cl[C:2]1[CH:11]=[C:10]2[C:5]([CH:6]=[CH:7][CH:8]=[N:9]2)=[C:4]([O:12][CH2:13][C@:14]2([F:27])[CH2:19][CH2:18][CH2:17][N:16]([C:20]([O:22][C:23]([CH3:26])([CH3:25])[CH3:24])=[O:21])[CH2:15]2)[N:3]=1.[CH2:28]([N:30]1[CH:34]=[C:33](B2OC(C)(C)C(C)(C)O2)[CH:32]=[N:31]1)[CH3:29].C(=O)([O-])[O-].[Cs+].[Cs+], predict the reaction product. The product is: [CH2:28]([N:30]1[CH:34]=[C:33]([C:2]2[CH:11]=[C:10]3[C:5]([CH:6]=[CH:7][CH:8]=[N:9]3)=[C:4]([O:12][CH2:13][C@:14]3([F:27])[CH2:19][CH2:18][CH2:17][N:16]([C:20]([O:22][C:23]([CH3:26])([CH3:25])[CH3:24])=[O:21])[CH2:15]3)[N:3]=2)[CH:32]=[N:31]1)[CH3:29]. (4) Given the reactants [Cl:1][C:2]1[CH:3]=[C:4]([N:9]=[C:10]=[O:11])[CH:5]=[C:6]([Cl:8])[CH:7]=1.[NH:12]([C:14]([O:16][CH3:17])=[O:15])[NH2:13], predict the reaction product. The product is: [Cl:1][C:2]1[CH:3]=[C:4]([NH:9][C:10](=[O:11])[NH:13][NH:12][C:14]([O:16][CH3:17])=[O:15])[CH:5]=[C:6]([Cl:8])[CH:7]=1. (5) The product is: [NH:21]1[CH2:24][CH:23]([CH2:25][O:13][C:9]2[CH:8]=[N:7][C:6]3[C:11](=[CH:12][C:3]([O:2][CH3:1])=[CH:4][CH:5]=3)[N:10]=2)[CH2:22]1.[C:14]([O:18][C:19]([N:21]1[CH2:24][CH:23]([CH2:25][O:26][C:9]2[CH:8]=[N:7][C:6]3[C:11](=[CH:12][C:3]([O:2][CH3:1])=[CH:4][CH:5]=3)[N:10]=2)[CH2:22]1)=[O:20])([CH3:17])([CH3:16])[CH3:15]. Given the reactants [CH3:1][O:2][C:3]1[CH:12]=[C:11]2[C:6]([N:7]=[CH:8][C:9](=[O:13])[NH:10]2)=[CH:5][CH:4]=1.[C:14]([O:18][C:19]([N:21]1[CH2:24][CH:23]([CH2:25][O:26]S(C)(=O)=O)[CH2:22]1)=[O:20])([CH3:17])([CH3:16])[CH3:15], predict the reaction product. (6) Given the reactants [NH2:1][C:2]1[CH:7]=[CH:6][CH:5]=[CH:4][C:3]=1[CH:8]1[C:17]([CH3:19])([CH3:18])[CH2:16][C:15]2[C:10](=[CH:11][CH:12]=[C:13]([C:20]([O:22][CH3:23])=[O:21])[CH:14]=2)[NH:9]1.N1C=CC=CC=1.[F:30][C:31]1[CH:36]=[CH:35][CH:34]=[CH:33][C:32]=1[S:37](Cl)(=[O:39])=[O:38], predict the reaction product. The product is: [F:30][C:31]1[CH:36]=[CH:35][CH:34]=[CH:33][C:32]=1[S:37]([NH:1][C:2]1[CH:7]=[CH:6][CH:5]=[CH:4][C:3]=1[CH:8]1[C:17]([CH3:18])([CH3:19])[CH2:16][C:15]2[C:10](=[CH:11][CH:12]=[C:13]([C:20]([O:22][CH3:23])=[O:21])[CH:14]=2)[NH:9]1)(=[O:39])=[O:38]. (7) Given the reactants [Cl:1][CH2:2][CH2:3][CH2:4][O:5][C:6]1[CH:7]=[C:8]([C:17]2[S:25][C:24]3[C:19](=[N:20][CH:21]=[CH:22][C:23]=3[O:26][C:27]3[CH:32]=[CH:31][C:30]([N+:33]([O-])=O)=[CH:29][C:28]=3[F:36])[CH:18]=2)[CH:9]=[CH:10][C:11]=1[O:12][CH2:13][CH2:14][CH2:15][Cl:16].[NH4+].[Cl-], predict the reaction product. The product is: [Cl:1][CH2:2][CH2:3][CH2:4][O:5][C:6]1[CH:7]=[C:8]([C:17]2[S:25][C:24]3[C:19](=[N:20][CH:21]=[CH:22][C:23]=3[O:26][C:27]3[CH:32]=[CH:31][C:30]([NH2:33])=[CH:29][C:28]=3[F:36])[CH:18]=2)[CH:9]=[CH:10][C:11]=1[O:12][CH2:13][CH2:14][CH2:15][Cl:16]. (8) Given the reactants [C:1]([O:9][C@H:10]1[CH2:15][C@H:14]([O:16][Si](C(C)(C)C)(C)C)[CH2:13][CH2:12][C@@H:11]1[C:24]1[N:28]([CH3:29])[N:27]=[CH:26][CH:25]=1)(=[O:8])[C:2]1[CH:7]=[CH:6][CH:5]=[CH:4][CH:3]=1.[F-].C([N+](CCCC)(CCCC)CCCC)CCC, predict the reaction product. The product is: [C:1]([O:9][C@H:10]1[CH2:15][C@H:14]([OH:16])[CH2:13][CH2:12][C@@H:11]1[C:24]1[N:28]([CH3:29])[N:27]=[CH:26][CH:25]=1)(=[O:8])[C:2]1[CH:3]=[CH:4][CH:5]=[CH:6][CH:7]=1. (9) Given the reactants [NH2:1][C:2]1[CH:7]=[CH:6][C:5]([OH:8])=[CH:4][N:3]=1.CC(C)([O-])C.[K+].Cl[C:16]1[CH:21]=[CH:20][N:19]=[C:18]([C:22]([NH:24][CH3:25])=[O:23])[CH:17]=1, predict the reaction product. The product is: [NH2:1][C:2]1[N:3]=[CH:4][C:5]([O:8][C:16]2[CH:21]=[CH:20][N:19]=[C:18]([C:22]([NH:24][CH3:25])=[O:23])[CH:17]=2)=[CH:6][CH:7]=1.